From a dataset of Full USPTO retrosynthesis dataset with 1.9M reactions from patents (1976-2016). Predict the reactants needed to synthesize the given product. (1) Given the product [OH:11][C@H:9]([CH2:8][O:1][C:2]1[CH:3]=[CH:4][CH:5]=[CH:6][CH:7]=1)[CH2:10][NH:27][C:22]1([CH2:21][CH:20]([C:17]2[CH:18]=[CH:19][C:14]([O:13][CH3:12])=[CH:15][CH:16]=2)[C:28]2[CH:33]=[CH:32][C:31]([O:34][CH3:35])=[CH:30][CH:29]=2)[CH2:26][CH2:25][CH2:24][CH2:23]1, predict the reactants needed to synthesize it. The reactants are: [O:1]([CH2:8][C@H:9]1[O:11][CH2:10]1)[C:2]1[CH:7]=[CH:6][CH:5]=[CH:4][CH:3]=1.[CH3:12][O:13][C:14]1[CH:19]=[CH:18][C:17]([CH:20]([C:28]2[CH:33]=[CH:32][C:31]([O:34][CH3:35])=[CH:30][CH:29]=2)[CH2:21][C:22]2([NH2:27])[CH2:26][CH2:25][CH2:24][CH2:23]2)=[CH:16][CH:15]=1. (2) Given the product [NH2:7][C:8]1[N:13]=[CH:12][N:11]=[C:10]2[N:14]([C@@H:35]3[CH2:39][CH2:38][N:37]([CH3:40])[CH2:36]3)[N:15]=[C:16]([C:17]3[CH:18]=[CH:19][C:20]([NH:23][C:24]4[O:25][C:26]5[C:32]([CH3:33])=[CH:31][C:30]([CH3:34])=[CH:29][C:27]=5[N:28]=4)=[CH:21][CH:22]=3)[C:9]=12, predict the reactants needed to synthesize it. The reactants are: N1CC[C@H](O)C1.[NH2:7][C:8]1[N:13]=[CH:12][N:11]=[C:10]2[N:14]([CH:35]3[CH2:39][CH2:38][N:37]([CH3:40])[CH2:36]3)[N:15]=[C:16]([C:17]3[CH:22]=[CH:21][C:20]([NH:23][C:24]4[O:25][C:26]5[C:32]([CH3:33])=[CH:31][C:30]([CH3:34])=[CH:29][C:27]=5[N:28]=4)=[CH:19][CH:18]=3)[C:9]=12. (3) Given the product [CH:28]([Si:10]([CH:25]([CH3:27])[CH3:26])([CH:7]([CH3:9])[CH3:8])[O:11][CH:12]1[CH2:13][CH2:14][CH:15]([CH:40]([OH:41])[CH2:39][CH3:38])[CH2:16][CH2:17]1)([CH3:30])[CH3:29], predict the reactants needed to synthesize it. The reactants are: [H-].[Al+3].[Li+].[H-].[H-].[H-].[CH:7]([Si:10]([CH:28]([CH3:30])[CH3:29])([CH:25]([CH3:27])[CH3:26])[O:11][CH:12]1[CH2:17][CH2:16][CH:15](C(C)C(OCC)=O)[CH2:14][CH2:13]1)([CH3:9])[CH3:8].C(OCC)(=O)C.N.[CH2:38]1C[O:41][CH2:40][CH2:39]1. (4) Given the product [Br:24][C:5]1[O:1][C:2]([C:6]2[C:10]([CH3:11])=[C:9]([C:12]([O:14][CH2:15][CH3:16])=[O:13])[O:8][N:7]=2)=[CH:3][CH:4]=1, predict the reactants needed to synthesize it. The reactants are: [O:1]1[CH:5]=[CH:4][CH:3]=[C:2]1[C:6]1[C:10]([CH3:11])=[C:9]([C:12]([O:14][CH2:15][CH3:16])=[O:13])[O:8][N:7]=1.C1C(=O)N([Br:24])C(=O)C1.C(OOC(=O)C1C=CC=CC=1)(=O)C1C=CC=CC=1.